This data is from Full USPTO retrosynthesis dataset with 1.9M reactions from patents (1976-2016). The task is: Predict the reactants needed to synthesize the given product. (1) Given the product [C:1]1([C:3](=[CH:5][CH:6]=[CH:7][CH:8]=1)[O-:4])[O-:2].[Ti+4:13].[C:1]1([C:3](=[CH:5][CH:6]=[CH:7][CH:8]=1)[O-:4])[O-:2], predict the reactants needed to synthesize it. The reactants are: [C:1]1([C:3](=[CH:5][CH:6]=[CH:7][CH:8]=1)[OH:4])[OH:2].CC(C)[O-].[Ti+4:13].CC(C)[O-].CC(C)[O-].CC(C)[O-]. (2) Given the product [CH:30]1([CH2:33][N:14]2[CH2:13][CH2:12][C:11]3[C:16](=[CH:17][CH:18]=[C:9]([NH:8][C:5]4[N:4]=[C:3]([NH:19][C@@H:20]5[CH2:25][CH2:24][CH2:23][N:22]([C:26](=[O:29])[CH:27]=[CH2:28])[CH2:21]5)[C:2]([F:1])=[CH:7][N:6]=4)[CH:10]=3)[CH2:15]2)[CH2:32][CH2:31]1, predict the reactants needed to synthesize it. The reactants are: [F:1][C:2]1[C:3]([NH:19][C@@H:20]2[CH2:25][CH2:24][CH2:23][N:22]([C:26](=[O:29])[CH:27]=[CH2:28])[CH2:21]2)=[N:4][C:5]([NH:8][C:9]2[CH:10]=[C:11]3[C:16](=[CH:17][CH:18]=2)[CH2:15][NH:14][CH2:13][CH2:12]3)=[N:6][CH:7]=1.[CH:30]1([CH:33]=O)[CH2:32][CH2:31]1.C(N(CC)CC)C.C(O[BH-](OC(=O)C)OC(=O)C)(=O)C.[Na+]. (3) The reactants are: Br[C:2]1[N:6]([CH3:7])[CH:5]=[N:4][CH:3]=1.CON(C)[C:11](=[O:22])[C:12]1[CH:17]=[CH:16][C:15]([C:18]([F:21])([F:20])[F:19])=[N:14][CH:13]=1. Given the product [CH3:7][N:6]1[C:2]([C:11]([C:12]2[CH:13]=[N:14][C:15]([C:18]([F:21])([F:19])[F:20])=[CH:16][CH:17]=2)=[O:22])=[CH:3][N:4]=[CH:5]1, predict the reactants needed to synthesize it. (4) Given the product [Br:3][C:4]1[C:12]2[C:7](=[CH:8][CH:9]=[CH:10][CH:11]=2)[N:6]([CH2:20][CH2:19][O:21][CH2:22][CH3:23])[C:5]=1[C:13]1[CH:18]=[CH:17][CH:16]=[CH:15][CH:14]=1, predict the reactants needed to synthesize it. The reactants are: [H-].[Na+].[Br:3][C:4]1[C:12]2[C:7](=[CH:8][CH:9]=[CH:10][CH:11]=2)[NH:6][C:5]=1[C:13]1[CH:18]=[CH:17][CH:16]=[CH:15][CH:14]=1.[CH2:19]([O:21][CH2:22][CH2:23]Cl)[CH3:20].O.